From a dataset of HIV replication inhibition screening data with 41,000+ compounds from the AIDS Antiviral Screen. Binary Classification. Given a drug SMILES string, predict its activity (active/inactive) in a high-throughput screening assay against a specified biological target. The drug is O=c1c2ccccc2c(=O)c2c1ccc1[nH]c3c(ccc4c(=O)c5ccccc5c(=O)c43)[nH]c12. The result is 0 (inactive).